This data is from Peptide-MHC class II binding affinity with 134,281 pairs from IEDB. The task is: Regression. Given a peptide amino acid sequence and an MHC pseudo amino acid sequence, predict their binding affinity value. This is MHC class II binding data. (1) The peptide sequence is KYTATISGLKPGVDY. The MHC is DRB1_1001 with pseudo-sequence DRB1_1001. The binding affinity (normalized) is 0.528. (2) The binding affinity (normalized) is 0.297. The MHC is HLA-DQA10501-DQB10201 with pseudo-sequence HLA-DQA10501-DQB10201. The peptide sequence is GHAYLLLPNTESARK.